This data is from Full USPTO retrosynthesis dataset with 1.9M reactions from patents (1976-2016). The task is: Predict the reactants needed to synthesize the given product. (1) Given the product [C:1]([C:4]1[CH:12]=[CH:11][CH:10]=[CH:9][C:5]=1[C:6]([O-:8])=[O:7])(=[O:3])[CH3:2].[Na+:17], predict the reactants needed to synthesize it. The reactants are: [C:1]([C:4]1[CH:12]=[CH:11][CH:10]=[CH:9][C:5]=1[C:6]([OH:8])=[O:7])(=[O:3])[CH3:2].C(=O)(O)[O-].[Na+:17]. (2) Given the product [CH3:29][N:14]([C:15]1[CH:24]=[CH:23][C:22]2[C:21]([CH3:26])([CH3:25])[CH2:20][CH2:19][C:18]([CH3:28])([CH3:27])[C:17]=2[CH:16]=1)[C:13]1[CH:12]=[CH:11][C:8]([C:9]#[N:10])=[CH:7][C:6]=1[N+:3]([O-:5])=[O:4], predict the reactants needed to synthesize it. The reactants are: [H-].[Na+].[N+:3]([C:6]1[CH:7]=[C:8]([CH:11]=[CH:12][C:13]=1[NH:14][C:15]1[CH:24]=[CH:23][C:22]2[C:21]([CH3:26])([CH3:25])[CH2:20][CH2:19][C:18]([CH3:28])([CH3:27])[C:17]=2[CH:16]=1)[C:9]#[N:10])([O-:5])=[O:4].[CH3:29]N(C=O)C. (3) Given the product [OH:26][C:25]1[C:17]([CH:2]2[C:6]3=[N:7][CH:8]=[CH:9][CH:10]=[C:5]3[N:4]([CH2:11][CH2:12][CH2:13][CH2:14][CH3:15])[C:3]2=[O:16])=[CH:18][C:19]2[O:23][CH2:22][O:21][C:20]=2[CH:24]=1, predict the reactants needed to synthesize it. The reactants are: O[C:2]1([C:17]2[C:25]([OH:26])=[CH:24][C:20]3[O:21][CH2:22][O:23][C:19]=3[CH:18]=2)[C:6]2=[N:7][CH:8]=[CH:9][CH:10]=[C:5]2[N:4]([CH2:11][CH2:12][CH2:13][CH2:14][CH3:15])[C:3]1=[O:16].OC1(C2C(O)=CC3OCOC=3C=2)C2C(=NC=CC=2)N(CCCCC)C1=O.